From a dataset of Full USPTO retrosynthesis dataset with 1.9M reactions from patents (1976-2016). Predict the reactants needed to synthesize the given product. (1) Given the product [CH3:1][O:2][C:3]1[CH:4]=[C:5]2[C:10](=[CH:11][C:12]=1[O:13][CH3:14])[N:9]=[CH:8][CH:7]=[C:6]2[O:15][C:17]1[CH:22]=[CH:21][C:20]([NH2:23])=[CH:19][CH:18]=1, predict the reactants needed to synthesize it. The reactants are: [CH3:1][O:2][C:3]1[CH:4]=[C:5]2[C:10](=[CH:11][C:12]=1[O:13][CH3:14])[N:9]=[CH:8][CH:7]=[C:6]2[OH:15].F[C:17]1[CH:22]=[CH:21][C:20]([N+:23]([O-])=O)=[CH:19][CH:18]=1. (2) Given the product [Cl:27][C:20]1[CH:21]=[C:22]([Cl:26])[CH:23]=[C:24]([Cl:25])[C:19]=1[C:18]1[C:12]2[O:11][CH:10]([CH2:8][NH:9][C:38](=[O:39])[O:40][CH2:41][C:42]3[CH:47]=[CH:46][CH:45]=[CH:44][CH:43]=3)[CH2:14][C:13]=2[CH:15]=[CH:16][CH:17]=1, predict the reactants needed to synthesize it. The reactants are: C([CH:8]([CH:10]1[CH2:14][C:13]2[CH:15]=[CH:16][CH:17]=[C:18]([C:19]3[C:24]([Cl:25])=[CH:23][C:22]([Cl:26])=[CH:21][C:20]=3[Cl:27])[C:12]=2[O:11]1)[NH2:9])C1C=CC=CC=1.C(N(C(C)C)CC)(C)C.Cl[C:38]([O:40][CH2:41][C:42]1[CH:47]=[CH:46][CH:45]=[CH:44][CH:43]=1)=[O:39].C(OC(=O)NCC1CC2C=CC=C(C3CCCC3)C=2O1)C1C=CC=CC=1. (3) Given the product [CH3:17][O:11][C:10]([C:3]1[C:4]2[C:9](=[CH:8][CH:7]=[CH:6][CH:5]=2)[NH:1][N:2]=1)=[O:12], predict the reactants needed to synthesize it. The reactants are: [NH:1]1[C:9]2[C:4](=[CH:5][CH:6]=[CH:7][CH:8]=2)[C:3]([C:10]([OH:12])=[O:11])=[N:2]1.O=S(Cl)Cl.[CH3:17]O. (4) The reactants are: [N:1]([O-:3])=O.[Na+].[CH2:5]([O:7][C:8](=[O:13])[CH2:9][C:10]([CH3:12])=[O:11])[CH3:6]. Given the product [CH2:5]([O:7][C:8](=[O:13])[C:9](=[N:1][OH:3])[C:10](=[O:11])[CH3:12])[CH3:6], predict the reactants needed to synthesize it. (5) Given the product [CH2:20]([NH:27][C@H:11]1[CH2:10][CH2:9][N:8]([C:13]([O:15][C:16]([CH3:19])([CH3:18])[CH3:17])=[O:14])[CH2:7][C@H:6]1[O:5][CH2:4][CH2:3][CH2:2][F:1])[C:21]1[CH:26]=[CH:25][CH:24]=[CH:23][CH:22]=1, predict the reactants needed to synthesize it. The reactants are: [F:1][CH2:2][CH2:3][CH2:4][O:5][CH:6]1[C:11](=O)[CH2:10][CH2:9][N:8]([C:13]([O:15][C:16]([CH3:19])([CH3:18])[CH3:17])=[O:14])[CH2:7]1.[CH2:20]([NH2:27])[C:21]1[CH:26]=[CH:25][CH:24]=[CH:23][CH:22]=1.C(O[BH-](OC(=O)C)OC(=O)C)(=O)C.[Na+]. (6) Given the product [NH2:1][C:2]1[N:7]=[CH:6][C:5]([C:8]2[CH:9]=[N:10][N:11]([CH:13]3[CH2:17][NH:16][C@H:15]([CH2:18][OH:19])[CH2:14]3)[CH:12]=2)=[CH:4][C:3]=1[C:21]1[S:22][C:23]2[CH:29]=[CH:28][CH:27]=[CH:26][C:24]=2[N:25]=1, predict the reactants needed to synthesize it. The reactants are: [NH2:1][C:2]1[N:7]=[CH:6][C:5]([C:8]2[CH:9]=[N:10][N:11]([C@@H:13]3[CH2:17][NH:16][C@H:15]([C:18](O)=[O:19])[CH2:14]3)[CH:12]=2)=[CH:4][C:3]=1[C:21]1[S:22][C:23]2[CH:29]=[CH:28][CH:27]=[CH:26][C:24]=2[N:25]=1.C1COCC1.[H-].[H-].[H-].[H-].[Li+].[Al+3]. (7) The reactants are: [CH2:1]([O:8][C:9]1[CH:14]=[C:13]([CH3:15])[C:12](Br)=[CH:11][N:10]=1)[C:2]1[CH:7]=[CH:6][CH:5]=[CH:4][CH:3]=1.C1(C)C=CC=CC=1P(C1C=CC=CC=1C)C1C=CC=CC=1C.C(N(C(C)C)CC)(C)C.[C:48]([O:52][CH2:53][CH3:54])(=[O:51])[CH:49]=[CH2:50]. Given the product [CH2:53]([O:52][C:48](=[O:51])[CH:49]=[CH:50][C:12]1[CH:11]=[N:10][C:9]([O:8][CH2:1][C:2]2[CH:7]=[CH:6][CH:5]=[CH:4][CH:3]=2)=[CH:14][C:13]=1[CH3:15])[CH3:54], predict the reactants needed to synthesize it. (8) The reactants are: Br[C:2]1[CH:3]=[C:4]2[C:9](=[C:10]([O:12][CH3:13])[CH:11]=1)[O:8][CH:7]([C:14]([F:17])([F:16])[F:15])[C:6]([C:18]([O:20][CH2:21][CH3:22])=[O:19])=[CH:5]2.C([O-])(=O)C.[K+].[B:28]1([B:28]2[O:32][C:31]([CH3:34])([CH3:33])[C:30]([CH3:36])([CH3:35])[O:29]2)[O:32][C:31]([CH3:34])([CH3:33])[C:30]([CH3:36])([CH3:35])[O:29]1.O. Given the product [CH3:13][O:12][C:10]1[CH:11]=[C:2]([B:28]2[O:32][C:31]([CH3:34])([CH3:33])[C:30]([CH3:36])([CH3:35])[O:29]2)[CH:3]=[C:4]2[C:9]=1[O:8][CH:7]([C:14]([F:17])([F:16])[F:15])[C:6]([C:18]([O:20][CH2:21][CH3:22])=[O:19])=[CH:5]2, predict the reactants needed to synthesize it. (9) Given the product [N+:24]([C:23]1[C:19]([C:17]([O:16][CH3:15])=[O:18])=[N:20][N:21]([CH2:36][CH2:35][O:34][CH2:31][CH2:32][CH3:33])[C:22]=1[C:27]([O:29][CH3:30])=[O:28])([O-:26])=[O:25], predict the reactants needed to synthesize it. The reactants are: N(C(OC(C)C)=O)=NC(OC(C)C)=O.[CH3:15][O:16][C:17]([C:19]1[C:23]([N+:24]([O-:26])=[O:25])=[C:22]([C:27]([O:29][CH3:30])=[O:28])[NH:21][N:20]=1)=[O:18].[CH2:31]([O:34][CH2:35][CH2:36]O)[CH2:32][CH3:33].C1(P(C2C=CC=CC=2)C2C=CC=CC=2)C=CC=CC=1.